Dataset: Retrosynthesis with 50K atom-mapped reactions and 10 reaction types from USPTO. Task: Predict the reactants needed to synthesize the given product. (1) The reactants are: CCOC(=O)CSc1cnc(NC(=O)N(CCc2ccccc2)c2cccc(NC(C)=O)c2)s1. Given the product CC(=O)Nc1cccc(N(CCc2ccccc2)C(=O)Nc2ncc(SCC(=O)O)s2)c1, predict the reactants needed to synthesize it. (2) Given the product O=C(O)[C@H]1CC[C@@H](Nc2cc(-c3cccc(NCc4cccc(F)c4)n3)c(Cl)cn2)C1, predict the reactants needed to synthesize it. The reactants are: Fc1cccc(CNc2cccc(-c3cc(F)ncc3Cl)n2)c1.N[C@@H]1CC[C@H](C(=O)O)C1. (3) The reactants are: COCCN.O=Cc1nc(-c2nn(C3CCCCO3)cc2NC(=O)c2c(F)cccc2F)[nH]c1-c1ccc(F)cc1. Given the product COCCNCc1nc(-c2nn(C3CCCCO3)cc2NC(=O)c2c(F)cccc2F)[nH]c1-c1ccc(F)cc1, predict the reactants needed to synthesize it. (4) Given the product CNC(=S)Nc1cc(C)ccc1N1CCOCC1, predict the reactants needed to synthesize it. The reactants are: CN=C=S.Cc1ccc(N2CCOCC2)c(N)c1. (5) Given the product CCCCCc1c(-c2ccccc2)n(Cc2ccccc2)c2ccc(-c3ccc(OCc4nnn[nH]4)cc3)cc12, predict the reactants needed to synthesize it. The reactants are: CCCCCc1c(-c2ccccc2)n(Cc2ccccc2)c2ccc(-c3ccc(OCC#N)cc3)cc12.[N-]=[N+]=[N-]. (6) Given the product CN(C)Cc1ccc(-c2ccccc2)cc1C=O, predict the reactants needed to synthesize it. The reactants are: CN(C)C=O.CN(C)Cc1ccc(-c2ccccc2)cc1. (7) Given the product COc1c(C(C)n2nc(C)c3c(N)ncnc32)cc(C)c(C#N)c1C1CN(C(=O)OC(C)(C)C)C1, predict the reactants needed to synthesize it. The reactants are: COc1c(C(C)Cl)cc(C)c(C#N)c1C1CN(C(=O)OC(C)(C)C)C1.Cc1n[nH]c2ncnc(N)c12. (8) Given the product O=C(CC(NS(=O)(=O)c1ccc2ccccc2c1)c1ccccc1)NC(Cc1ccc(CN2CCC2)cc1)C(=O)N1CCCC1, predict the reactants needed to synthesize it. The reactants are: C1CNC1.O=Cc1ccc(CC(NC(=O)CC(NS(=O)(=O)c2ccc3ccccc3c2)c2ccccc2)C(=O)N2CCCC2)cc1. (9) Given the product CC(C)OCCOC(=O)C1CC1, predict the reactants needed to synthesize it. The reactants are: CC(C)OCCO.O=C(Cl)C1CC1. (10) Given the product Cc1ccc(NC(=O)c2cccc(C(F)(F)F)c2)cc1Nc1nccn1-c1cc(Nc2ccc(CCN3CCOCC3)cc2)ncn1, predict the reactants needed to synthesize it. The reactants are: Cc1ccc(NC(=O)c2cccc(C(F)(F)F)c2)cc1Nc1nccn1-c1cc(Cl)ncn1.Nc1ccc(CCN2CCOCC2)cc1.